Dataset: Drug-target binding data from BindingDB using IC50 measurements. Task: Regression. Given a target protein amino acid sequence and a drug SMILES string, predict the binding affinity score between them. We predict pIC50 (pIC50 = -log10(IC50 in M); higher means more potent). Dataset: bindingdb_ic50. (1) The small molecule is CCCCCCCCCCCCC/C=C/[C@@H](Oc1cccc(-c2ccccn2)n1)[C@H](CO)NC(=O)CCCCC. The target protein (P11889) has sequence MKGKLLKGVLSLGVGLGALYSGTSAQAEASTNQNDTLKVMTHNVYMLSTNLYPNWGQTERADLIGAADYIKNQDVVILNEVFDNSASDRLLGNLKKEYPNQTAVLGRSSGSEWDKTLGNYSSSTPEDGGVAIVSKWPIAEKIQYVFAKGCGPDNLSNKGFVYTKIKKNDRFVHVIGTHLQAEDSMCGKTSPASVRTNQLKEIQDFIKNKNIPNNEYVLIGGDMNVNKINAENNNDSEYASMFKTLNASVPSYTGHTATWDATTNSIAKYNFPDSPAEYLDYIIASKDHANPSYIENKVLQPKSPQWTVTSWFQKYTYNDYSDDYPVEATISMK. The pIC50 is 4.7. (2) The target protein (P12319) has sequence MAPAMESPTLLCVALLFFAPDGVLAVPQKPKVSLNPPWNRIFKGENVTLTCNGNNFFEVSSTKWFHNGSLSEETNSSLNIVNAKFEDSGEYKCQHQQVNESEPVYLEVFSDWLLLQASAEVVMEGQPLFLRCHGWRNWDVYKVIYYKDGEALKYWYENHNISITNATVEDSGTYYCTGKVWQLDYESEPLNITVIKAPREKYWLQFFIPLLVVILFAVDTGLFISTQQQVTFLLKIKRTRKGFRLLNPHPKPNPKNN. The pIC50 is 3.8. The compound is CC[C@H](C)[C@H](N)C(=O)N[C@@H](CCCCN)C(=O)N[C@@H](CS)C(=O)N[C@@H](CC(N)=O)C(=O)N[C@@H](CS)C(=O)N[C@@H](CCCCN)C(=O)N[C@@H](CCCNC(=N)N)C(=O)N[C@@H](Cc1cnc[nH]1)C(=O)N[C@H](C(=O)N[C@H](C(=O)N[C@@H](CCCCN)C(=O)N1CCC[C@H]1C(=O)N[C@@H](Cc1cnc[nH]1)C(=O)N[C@H](C(=O)N[C@@H](CS)C(=O)N[C@@H](CCCNC(=N)N)C(=O)N[C@@H](C)C(=O)N[C@H](C(=O)N[C@@H](CS)C(=O)NCC(=O)N[C@@H](CCCCN)C(=O)N[C@@H](CC(N)=O)C(N)=O)[C@@H](C)CC)[C@@H](C)CC)[C@@H](C)CC)C(C)C. (3) The drug is O=C(Oc1cc(=O)[nH]c2ccccc12)c1ccco1. The target protein (Q82122) has sequence MGAQVSRQNVGTHSTQNMVSNGSSLNYFNINYFKDAASSGASRLDFSQDPSKFTDPVKDVLEKGIPTLQSPSVEACGYSDRIIQITRGDSTITSQDVANAVVGYGVWPHYLTPQDATAIDKPTQPDTSSNRFYTLDSKMWNSTSKGWWWKLPDALKDMGIFGENMFYHFLGRSGYTVHVQCNASKFHQGTLLVVMIPEHQLATVNKGNVNAGYKYTHPGEAGREVGTQVENEKQPSDDNWLNFDGTLLGNLLIFPHQFINLRSNNSATLIVPYVNAVPMDSMVRHNNWSLVIIPVCQLQSNNISNIVPITVSISPMCAEFSGARAKTVVQGLPVYVTPGSGQFMTTDDMQSPCALPWYHPTKEIFIPGEVKNLIEMCQVDTLIPINSTQSNIGNVSMYTVTLSPQTKLAEEIFAIKVDIASHPLATTLIGEIASYFTHWTGSLRFSFMFCGTANTTLKVLLAYTPPGIGKPRSRKEAMLGTHVVWDVGLQSTVSLVVPWI.... The pIC50 is 6.7. (4) The drug is O=C(Nc1ccc(Oc2ccnc(NC(=O)C3CC3)c2)c(F)c1)Nc1ccc(C(F)(F)F)cc1Cl. The target protein sequence is KRANGGELKTGYLSIVMDPDELPLDEHCERLPYDASKWEFPRDRLKLGKPLGRGAFGQVIEADAFGIDKTATCRTVAVKMLKEGATHSEHRALMSELKILIHIGHHLNVVNLLGACTKPGGPLMVIVEFCKFGNLSTYLRSKRNEFVPYKTKGARFRQGKDYVGAIPVDLKRRLDSITSSQSSASSGFVEEKSLSDVEEEEAPEDLYKDFLTLEHLICYSFQVAKGMEFLASRKCIHRDLAARNILLSEKNVVKICDFGLARDIYKDPDYVRKGDARLPLKWMAPETIFDRVYTIQSDVWSFGVLLWEIFSLGASPYPGVKIDEEFCRRLKEGTRMRAPDYTTPEMYQTMLDCWHGEPSQRPTFSELVEHLGNLLQANAQQDGKDYIVLPISETLSMEEDSGLSLPTSPVSCMEEEEVCDPKFHYDNTAGISQYLQNSKRKSRPVSVKTFEDIPLEEPEVKVIPDDNQTDSGMVLASEELKTLEDRTKLSPSFGGMVPSK.... The pIC50 is 8.1. (5) The small molecule is CN[C@@H](C)C(=O)NC(Cc1ccc(NC(=O)c2ccc(CO[C@H]3C[C@@H](C(=O)NC4CCCc5ccccc54)N(C(=O)[C@@H](NC(=O)[C@H](C)NC)C(C)(C)C)C3)cc2)cc1)C(=O)N1C[Si](C)(C)C[C@H]1C(=O)NC1CCCc2ccccc21. The target protein sequence is NPFAPDRPPETHADYLLRTGQVVDISDTIYPRNPAMCSEEARLKSFQNWPDYAHLTPRELASAGLYYTGADDQVQCFACGGKLKNWEPGDRAWSEHRRHFPNCFFVLGRNVNVRSESGVSSDRNFPNSTNSPRNPAMAEYEARIVTFGTWTSSVNKEQLARAGFYALGEGDKVKCFHCGGGLTDWKPSEDPWEQHAKWYPGCKYLLDEKGQEYINNIHLTHSLEESLGRTAE. The pIC50 is 8.3. (6) The compound is O=C(CCCn1cc(-c2c(-c3ccccc3)oc3cc(O)c(C(=O)O)cc23)nn1)Nc1cccc2ccccc12. The target protein (P43378) has sequence MEPATAPRPDMAPELTPEEEQATKQFLEEINKWTVQYNVSPLSWNVAVKFLMARKFDVLRAIELFHSYRETRRKEGIVKLKPHEEPLRSEILSGKFTILNVRDPTGASIALFTARLHHPHKSVQHVVLQALFYLLDRAVDSFETQRNGLVFIYDMCGSNYANFELDLGKKVLNLLKGAFPARLKKVLIVGAPIWFRVPYSIISLLLKDKVRERIQILKTSEVTQHLPRECLPENLGGYVKIDLATWNFQFLPQVNGHPDPFDEIILFSLPPALDWDSVHVPGPHAMTIQELVDYVNARQKQGIYEEYEDIRRENPVGTFHCSMSPGNLEKNRYGDVPCLDQTRVKLTKRSGHTQTDYINASFMDGYKQKNAYIGTQGPLENTYRDFWLMVWEQKVLVIVMTTRFEEGGRRKCGQYWPLEKDSRIRFGFLTVTNLGVENMNHYKKTTLEIHNTEERQKRQVTHFQFLSWPDYGVPSSAASLIDFLRVVRNQQSLAVSNMGA.... The pIC50 is 4.5. (7) The small molecule is COc1cc2ncnc(Nc3ccc4c(ccn4Cc4ccccc4)c3)c2cc1OC. The target protein (P06494) has sequence MELAAWCRWGFLLALLPPGIAGTQVCTGTDMKLRLPASPETHLDMLRHLYQGCQVVQGNLELTYVPANASLSFLQDIQEVQGYMLIAHNQVKRVPLQRLRIVRGTQLFEDKYALAVLDNRDPQDNVAASTPGRTPEGLRELQLRSLTEILKGGVLIRGNPQLCYQDMVLWKDVFRKNNQLAPVDIDTNRSRACPPCAPACKDNHCWGESPEDCQILTGTICTSGCARCKGRLPTDCCHEQCAAGCTGPKHSDCLACLHFNHSGICELHCPALVTYNTDTFESMHNPEGRYTFGASCVTTCPYNYLSTEVGSCTLVCPPNNQEVTAEDGTQRCEKCSKPCARVCYGLGMEHLRGARAITSDNVQEFDGCKKIFGSLAFLPESFDGDPSSGIAPLRPEQLQVFETLEEITGYLYISAWPDSLRDLSVFQNLRIIRGRILHDGAYSLTLQGLGIHSLGLRSLRELGSGLALIHRNAHLCFVHTVPWDQLFRNPHQALLHSGNR.... The pIC50 is 7.3.